Dataset: Reaction yield outcomes from USPTO patents with 853,638 reactions. Task: Predict the reaction yield, written as a fraction of the theoretical maximum amount of product (1.0 means a 100% yield; for example, 0.34 means a 34% yield). The reactants are [O:1]=[C:2]1[NH:8][C:7]2[CH:9]=[CH:10][CH:11]=[CH:12][C:6]=2[C:5]([C:13]2[CH:18]=[CH:17][CH:16]=[CH:15][CH:14]=2)=[N:4][CH:3]1[NH:19][C:20](=[O:29])[O:21][CH2:22][C:23]1[CH:28]=[CH:27][CH:26]=[CH:25][CH:24]=1.I[C:31]1[CH:36]=[CH:35][CH:34]=[CH:33][N:32]=1.C([O-])([O-])=O.[Cs+].[Cs+].N[C@@H]1CCCC[C@H]1N. The catalyst is O1CCOCC1.CCOC(C)=O.P([O-])([O-])([O-])=O.C([O-])(O)=O.[Na+]. The product is [O:1]=[C:2]1[N:8]([C:31]2[CH:36]=[CH:35][CH:34]=[CH:33][N:32]=2)[C:7]2[CH:9]=[CH:10][CH:11]=[CH:12][C:6]=2[C:5]([C:13]2[CH:18]=[CH:17][CH:16]=[CH:15][CH:14]=2)=[N:4][CH:3]1[NH:19][C:20](=[O:29])[O:21][CH2:22][C:23]1[CH:24]=[CH:25][CH:26]=[CH:27][CH:28]=1. The yield is 0.610.